Dataset: Forward reaction prediction with 1.9M reactions from USPTO patents (1976-2016). Task: Predict the product of the given reaction. (1) Given the reactants [OH-:1].[Na+].[Cl:3][C:4]1[C:5](F)=[C:6]([CH:10]=[CH:11][C:12]=1[F:13])[C:7]([OH:9])=[O:8].Cl, predict the reaction product. The product is: [Cl:3][C:4]1[C:5]([OH:1])=[C:6]([CH:10]=[CH:11][C:12]=1[F:13])[C:7]([OH:9])=[O:8]. (2) Given the reactants [F:1][C:2]([F:57])([F:56])[C:3]1[CH:4]=[C:5]([CH:49]=[C:50]([C:52]([F:55])([F:54])[F:53])[CH:51]=1)[C:6]([N:8]1[CH2:13][CH2:12][O:11][C@:10]([CH2:22][CH2:23][N:24]2[CH2:29][CH2:28][C:27]3([C:37]4[C:32](=[CH:33][CH:34]=[CH:35][CH:36]=4)[CH2:31][C@@H:30]3[O:38][CH2:39][C:40]([N:42]([CH2:44][CH2:45][CH2:46][CH2:47][OH:48])[CH3:43])=[O:41])[CH2:26][CH2:25]2)([C:14]2[CH:19]=[CH:18][C:17]([Cl:20])=[C:16]([Cl:21])[CH:15]=2)[CH2:9]1)=[O:7], predict the reaction product. The product is: [ClH:20].[F:55][C:52]([F:53])([F:54])[C:50]1[CH:49]=[C:5]([CH:4]=[C:3]([C:2]([F:57])([F:56])[F:1])[CH:51]=1)[C:6]([N:8]1[CH2:13][CH2:12][O:11][C@:10]([CH2:22][CH2:23][N:24]2[CH2:29][CH2:28][C:27]3([C:37]4[C:32](=[CH:33][CH:34]=[CH:35][CH:36]=4)[CH2:31][C@@H:30]3[O:38][CH2:39][C:40]([N:42]([CH2:44][CH2:45][CH2:46][CH2:47][OH:48])[CH3:43])=[O:41])[CH2:26][CH2:25]2)([C:14]2[CH:19]=[CH:18][C:17]([Cl:20])=[C:16]([Cl:21])[CH:15]=2)[CH2:9]1)=[O:7]. (3) Given the reactants [CH3:1][S:2]([C:5]1[CH:40]=[CH:39][C:8]([CH2:9][O:10][C:11](=[O:38])[C:12]2[CH:17]=[CH:16][C:15]([CH2:18][N:19]3[CH2:23][C:22](=[O:24])[N:21](CC4C=CC(OC)=CC=4OC)[S:20]3(=[O:37])=[O:36])=[CH:14][CH:13]=2)=[CH:7][CH:6]=1)(=[O:4])=[O:3].C(Cl)Cl, predict the reaction product. The product is: [CH3:1][S:2]([C:5]1[CH:6]=[CH:7][C:8]([CH2:9][O:10][C:11](=[O:38])[C:12]2[CH:13]=[CH:14][C:15]([CH2:18][N:19]3[CH2:23][C:22](=[O:24])[NH:21][S:20]3(=[O:36])=[O:37])=[CH:16][CH:17]=2)=[CH:39][CH:40]=1)(=[O:4])=[O:3]. (4) Given the reactants [NH2:1][C:2]1[C:7]([N+:8]([O-:10])=[O:9])=[C:6]([F:11])[CH:5]=[C:4]([Br:12])[C:3]=1[OH:13].C(=O)([O-])[O-].[K+].[K+].Br.Br[CH2:22][C:23]([C:25]1[CH:26]=[N:27][CH:28]=[CH:29][CH:30]=1)=[O:24].O, predict the reaction product. The product is: [Br:12][C:4]1[C:3]2[O:13][CH2:22][C:23]([C:25]3[CH:26]=[N:27][CH:28]=[CH:29][CH:30]=3)([OH:24])[NH:1][C:2]=2[C:7]([N+:8]([O-:10])=[O:9])=[C:6]([F:11])[CH:5]=1.